Task: Regression. Given two drug SMILES strings and cell line genomic features, predict the synergy score measuring deviation from expected non-interaction effect.. Dataset: NCI-60 drug combinations with 297,098 pairs across 59 cell lines (1) Drug 1: CN1CCC(CC1)COC2=C(C=C3C(=C2)N=CN=C3NC4=C(C=C(C=C4)Br)F)OC. Drug 2: C1=NNC2=C1C(=O)NC=N2. Cell line: SK-MEL-2. Synergy scores: CSS=0.296, Synergy_ZIP=2.51, Synergy_Bliss=6.24, Synergy_Loewe=-1.40, Synergy_HSA=1.16. (2) Drug 1: CNC(=O)C1=NC=CC(=C1)OC2=CC=C(C=C2)NC(=O)NC3=CC(=C(C=C3)Cl)C(F)(F)F. Drug 2: CN1C2=C(C=C(C=C2)N(CCCl)CCCl)N=C1CCCC(=O)O.Cl. Cell line: ACHN. Synergy scores: CSS=2.48, Synergy_ZIP=6.52, Synergy_Bliss=5.76, Synergy_Loewe=7.03, Synergy_HSA=5.88.